Dataset: Peptide-MHC class I binding affinity with 185,985 pairs from IEDB/IMGT. Task: Regression. Given a peptide amino acid sequence and an MHC pseudo amino acid sequence, predict their binding affinity value. This is MHC class I binding data. (1) The peptide sequence is EYFMCFKYL. The MHC is HLA-A23:01 with pseudo-sequence HLA-A23:01. The binding affinity (normalized) is 0.718. (2) The peptide sequence is HMNKLPLAK. The MHC is HLA-B51:01 with pseudo-sequence HLA-B51:01. The binding affinity (normalized) is 0.0847. (3) The MHC is HLA-A80:01 with pseudo-sequence HLA-A80:01. The binding affinity (normalized) is 0.0847. The peptide sequence is YTMDGEYRL. (4) The peptide sequence is MPASWVMRIM. The MHC is Patr-B1301 with pseudo-sequence Patr-B1301. The binding affinity (normalized) is 1.00.